Dataset: Full USPTO retrosynthesis dataset with 1.9M reactions from patents (1976-2016). Task: Predict the reactants needed to synthesize the given product. (1) Given the product [NH2:31][CH:32]([C:36]1[CH:41]=[CH:40][CH:39]=[C:38]([O:42][C:43]([F:44])([F:45])[F:46])[CH:37]=1)[C:33]([N:11]([C:5]1[CH:6]=[CH:7][C:8]([O:9][CH3:10])=[C:3]([O:2][CH3:1])[CH:4]=1)[CH2:12][CH2:13][C:14]1[CH:19]=[CH:18][C:17]([C:20]([F:22])([F:21])[F:23])=[CH:16][CH:15]=1)=[O:34], predict the reactants needed to synthesize it. The reactants are: [CH3:1][O:2][C:3]1[CH:4]=[C:5]([NH:11][CH2:12][CH2:13][C:14]2[CH:19]=[CH:18][C:17]([C:20]([F:23])([F:22])[F:21])=[CH:16][CH:15]=2)[CH:6]=[CH:7][C:8]=1[O:9][CH3:10].C(OC([NH:31][CH:32]([C:36]1[CH:41]=[CH:40][CH:39]=[C:38]([O:42][C:43]([F:46])([F:45])[F:44])[CH:37]=1)[C:33](O)=[O:34])=O)(C)(C)C. (2) Given the product [ClH:20].[CH3:1][O:2][C:3]([C@H:5]1[CH2:10][CH2:9][C@H:8]([NH:11][CH3:12])[CH2:7][CH2:6]1)=[O:4], predict the reactants needed to synthesize it. The reactants are: [CH3:1][O:2][C:3]([C@H:5]1[CH2:10][CH2:9][C@H:8]([N:11](C(OC(C)(C)C)=O)[CH3:12])[CH2:7][CH2:6]1)=[O:4].[ClH:20]. (3) Given the product [O:1]1[CH2:6][CH2:5][N:4]([CH2:7][CH2:8][N:9]2[CH:13]=[C:12]([C:14]3[CH:23]=[C:22]([O:24][CH2:25][CH2:26][C@@H:27]4[NH:41][C:40](=[O:42])[N:39]([CH3:43])[CH2:38][CH2:37][CH2:36][CH2:35][CH:34]=[CH:33][C@H:32]5[C@@:30]([C:44]([NH:58][S:55]([C:52]6([CH3:51])[CH2:54][CH2:53]6)(=[O:57])=[O:56])=[O:45])([CH2:31]5)[NH:29][C:28]4=[O:47])[C:21]4[C:16](=[C:17]([CH3:50])[C:18]([O:48][CH3:49])=[CH:19][CH:20]=4)[N:15]=3)[CH:11]=[N:10]2)[CH2:3][CH2:2]1, predict the reactants needed to synthesize it. The reactants are: [O:1]1[CH2:6][CH2:5][N:4]([CH2:7][CH2:8][N:9]2[CH:13]=[C:12]([C:14]3[CH:23]=[C:22]([O:24][CH2:25][CH2:26][C@@H:27]4[NH:41][C:40](=[O:42])[N:39]([CH3:43])[CH2:38][CH2:37][CH2:36][CH2:35][CH:34]=[CH:33][C@H:32]5[C@@:30]([C:44](O)=[O:45])([CH2:31]5)[NH:29][C:28]4=[O:47])[C:21]4[C:16](=[C:17]([CH3:50])[C:18]([O:48][CH3:49])=[CH:19][CH:20]=4)[N:15]=3)[CH:11]=[N:10]2)[CH2:3][CH2:2]1.[CH3:51][C:52]1([S:55]([NH2:58])(=[O:57])=[O:56])[CH2:54][CH2:53]1. (4) Given the product [NH2:5][CH:6]([C:11]1[CH:16]=[CH:15][CH:14]=[C:13]([F:17])[CH:12]=1)[CH2:7][C:8]([O:4][CH:1]([CH3:3])[CH3:2])=[O:9], predict the reactants needed to synthesize it. The reactants are: [CH:1]([OH:4])([CH3:3])[CH3:2].[NH2:5][CH:6]([C:11]1[CH:16]=[CH:15][CH:14]=[C:13]([F:17])[CH:12]=1)[CH2:7][C:8](O)=[O:9].S(=O)(=O)(O)O.[OH-].[Na+]. (5) The reactants are: [Cl:1][C:2]1[CH:3]=[C:4]([N:8]2[C:13](=[O:14])[C:12]([O:15][CH2:16][C:17]([OH:20])([CH3:19])[CH3:18])=[C:11]([C:21]3[CH:26]=[CH:25][C:24]([S:27]([NH2:30])(=[O:29])=[O:28])=[CH:23][CH:22]=3)[CH:10]=[N:9]2)[CH:5]=[CH:6][CH:7]=1.[C:31](OC(=O)C)(=[O:33])[CH3:32].C(N(CC)CC)C. Given the product [Cl:1][C:2]1[CH:3]=[C:4]([N:8]2[C:13](=[O:14])[C:12]([O:15][CH2:16][C:17]([OH:20])([CH3:19])[CH3:18])=[C:11]([C:21]3[CH:22]=[CH:23][C:24]([S:27]([NH:30][C:31](=[O:33])[CH3:32])(=[O:28])=[O:29])=[CH:25][CH:26]=3)[CH:10]=[N:9]2)[CH:5]=[CH:6][CH:7]=1, predict the reactants needed to synthesize it. (6) Given the product [CH:1]1([CH2:8][CH:9]2[CH2:13][C:12](=[O:14])[CH:11]([C:15]3[C:20]([CH3:21])=[CH:19][C:18]([CH3:22])=[CH:17][C:16]=3[CH3:23])[C:10]2=[O:24])[CH2:2][CH2:3][CH2:4][CH2:5][CH2:6][CH2:7]1, predict the reactants needed to synthesize it. The reactants are: [CH:1]1([CH:8]=[C:9]2[CH2:13][C:12](=[O:14])[CH:11]([C:15]3[C:20]([CH3:21])=[CH:19][C:18]([CH3:22])=[CH:17][C:16]=3[CH3:23])[C:10]2=[O:24])[CH2:7][CH2:6][CH2:5][CH2:4][CH2:3][CH2:2]1. (7) Given the product [O:27]1[CH2:28][CH2:29][N:24]([C:4]2[C:5]3[CH:10]=[C:9]([CH2:11][N:12]4[CH2:13][CH2:14][N:15]([S:18]([CH:21]5[CH2:23][CH2:22]5)(=[O:20])=[O:19])[CH2:16][CH2:17]4)[S:8][C:6]=3[N:7]=[C:2]([C:34]3[CH:33]=[N:32][C:31]([NH2:30])=[N:36][CH:35]=3)[N:3]=2)[CH2:25][CH2:26]1, predict the reactants needed to synthesize it. The reactants are: Cl[C:2]1[N:3]=[C:4]([N:24]2[CH2:29][CH2:28][O:27][CH2:26][CH2:25]2)[C:5]2[CH:10]=[C:9]([CH2:11][N:12]3[CH2:17][CH2:16][N:15]([S:18]([CH:21]4[CH2:23][CH2:22]4)(=[O:20])=[O:19])[CH2:14][CH2:13]3)[S:8][C:6]=2[N:7]=1.[NH2:30][C:31]1[N:36]=[CH:35][C:34](B(O)O)=[CH:33][N:32]=1. (8) Given the product [N:16]1([C:9]([O:11][C:12]([CH3:13])([CH3:14])[CH3:15])=[O:10])[CH2:21][CH2:20][NH:19][CH2:18][CH2:17]1, predict the reactants needed to synthesize it. The reactants are: [C:9](O[C:9]([O:11][C:12]([CH3:15])([CH3:14])[CH3:13])=[O:10])([O:11][C:12]([CH3:15])([CH3:14])[CH3:13])=[O:10].[NH:16]1[CH2:21][CH2:20][NH:19][CH2:18][CH2:17]1.